Dataset: Forward reaction prediction with 1.9M reactions from USPTO patents (1976-2016). Task: Predict the product of the given reaction. Given the reactants Cl.O.O.[CH2:4]=[C:5]1[C:10](=[O:11])[CH:9]2[CH2:12][CH2:13][N:6]1[CH2:7][CH2:8]2.C([O-])([O-])=O.[K+].[K+].C(Cl)Cl, predict the reaction product. The product is: [CH2:4]=[C:5]1[C:10](=[O:11])[CH:9]2[CH2:12][CH2:13][N:6]1[CH2:7][CH2:8]2.